Dataset: Reaction yield outcomes from USPTO patents with 853,638 reactions. Task: Predict the reaction yield, written as a fraction of the theoretical maximum amount of product (1.0 means a 100% yield; for example, 0.34 means a 34% yield). (1) The reactants are I[C:2]1[O:6][N:5]=[C:4]([C:7]2[CH:12]=[CH:11][CH:10]=[CH:9][N:8]=2)[CH:3]=1.[CH2:13]([OH:16])[C:14]#[CH:15]. The catalyst is C(N(CC)CC)C.Cl[Pd](Cl)([P](C1C=CC=CC=1)(C1C=CC=CC=1)C1C=CC=CC=1)[P](C1C=CC=CC=1)(C1C=CC=CC=1)C1C=CC=CC=1. The product is [N:8]1[CH:9]=[CH:10][CH:11]=[CH:12][C:7]=1[C:4]1[CH:3]=[C:2]([C:15]#[C:14][CH2:13][OH:16])[O:6][N:5]=1. The yield is 0.220. (2) The product is [NH2:7][N:6]([CH2:8][CH2:9][OH:10])[C:2](=[O:3])[O:4][CH3:5]. The reactants are Cl[C:2]([O:4][CH3:5])=[O:3].[NH:6]([CH2:8][CH2:9][OH:10])[NH2:7].C(N(CC)CC)C. The catalyst is C(Cl)Cl. The yield is 0.989. (3) The yield is 0.330. The reactants are [Br:1][C:2]1[CH:7]=[CH:6][C:5]([C:8]2[C:12]3[CH:13]=[CH:14][C:15]([C:17]#[C:18][CH2:19][CH2:20]OS(C)(=O)=O)=[CH:16][C:11]=3[S:10][N:9]=2)=[CH:4][CH:3]=1.[NH:26]1[CH2:29][CH2:28][CH2:27]1. The catalyst is CC(N(C)C)=O.CCOCC.C([O-])([O-])=O.[Na+].[Na+]. The product is [N:26]1([CH2:20][CH2:19][C:18]#[C:17][C:15]2[CH:14]=[CH:13][C:12]3[C:8]([C:5]4[CH:6]=[CH:7][C:2]([Br:1])=[CH:3][CH:4]=4)=[N:9][S:10][C:11]=3[CH:16]=2)[CH2:29][CH2:28][CH2:27]1. (4) The reactants are [Cl:1][C:2]1[CH:7]=[CH:6][C:5]([C:8]2[CH:13]=[CH:12][C:11]([N+:14]([O-:16])=[O:15])=[C:10]([CH:17]=[O:18])[CH:9]=2)=[CH:4][CH:3]=1.B(O[O-])=[O:20].[Na+]. The catalyst is C(O)(=O)C. The product is [Cl:1][C:2]1[CH:7]=[CH:6][C:5]([C:8]2[CH:13]=[CH:12][C:11]([N+:14]([O-:16])=[O:15])=[C:10]([C:17]([OH:20])=[O:18])[CH:9]=2)=[CH:4][CH:3]=1. The yield is 0.410. (5) The reactants are [CH3:1][O:2][C:3]1[CH:8]=[CH:7][C:6]([C:9]([C:50]2[CH:55]=[CH:54][C:53]([O:56][CH3:57])=[CH:52][CH:51]=2)([C:44]2[CH:49]=[CH:48][CH:47]=[CH:46][CH:45]=2)[O:10][CH2:11][C@H:12]2[N:16]([C:17]([O:19][CH2:20][CH2:21][NH:22][CH2:23][CH2:24][C:25]3[CH:30]=[CH:29][C:28]([N:31]=[N:32][C:33]4[CH:38]=[CH:37][C:36]([N+:39]([O-:41])=[O:40])=[CH:35][C:34]=4[Cl:42])=[CH:27][CH:26]=3)=[O:18])[CH2:15][C@H:14]([OH:43])[CH2:13]2)=[CH:5][CH:4]=1.C(N(CC)C(C)C)(C)C.[CH:67]([N:70]([CH:78]([CH3:80])[CH3:79])[P:71](Cl)[O:72][CH2:73][CH2:74][C:75]#[N:76])([CH3:69])[CH3:68].C(=O)(O)[O-].[Na+]. The catalyst is C(Cl)Cl.O.CO. The product is [CH3:1][O:2][C:3]1[CH:8]=[CH:7][C:6]([C:9]([C:50]2[CH:51]=[CH:52][C:53]([O:56][CH3:57])=[CH:54][CH:55]=2)([C:44]2[CH:49]=[CH:48][CH:47]=[CH:46][CH:45]=2)[O:10][CH2:11][C@@H:12]2[CH2:13][C@@H:14]([O:43][P:71]([N:70]([CH:78]([CH3:80])[CH3:79])[CH:67]([CH3:68])[CH3:69])[O:72][CH2:73][CH2:74][C:75]#[N:76])[CH2:15][N:16]2[C:17]([O:19][CH2:20][CH2:21][NH:22][CH2:23][CH2:24][C:25]2[CH:26]=[CH:27][C:28]([N:31]=[N:32][C:33]3[CH:38]=[CH:37][C:36]([N+:39]([O-:41])=[O:40])=[CH:35][C:34]=3[Cl:42])=[CH:29][CH:30]=2)=[O:18])=[CH:5][CH:4]=1. The yield is 0.930. (6) The reactants are [F:1][C:2]1[CH:7]=[CH:6][CH:5]=[CH:4][C:3]=1[CH2:8][C:9]([O:11][C@H:12]([C:14]1[CH:19]=[CH:18][CH:17]=[CH:16][CH:15]=1)[CH3:13])=[O:10].[CH2:20]1[CH2:30][CH2:29][N:28]2C(=NC[CH2:26][CH2:27]2)CC1.C(Br)(Br)(Br)Br.N1CCCCC1. The catalyst is C1COCC1.C(OCC)C.C1(C)C=CC=CC=1. The product is [F:1][C:2]1[CH:7]=[CH:6][CH:5]=[CH:4][C:3]=1[C@@H:8]([N:28]1[CH2:27][CH2:26][CH2:20][CH2:30][CH2:29]1)[C:9]([O:11][C@H:12]([C:14]1[CH:15]=[CH:16][CH:17]=[CH:18][CH:19]=1)[CH3:13])=[O:10]. The yield is 0.110. (7) The reactants are [Cl:1][C:2]1[N:7]=[CH:6][C:5]([CH2:8][N:9]2[C:14]([CH3:15])=[CH:13][C:12](=[O:16])[N:11]3[N:17]=[C:18](S(C)(=O)=O)[N:19]=[C:10]23)=[CH:4][CH:3]=1.[CH3:24][O-:25].[Na+].CO. The catalyst is CO. The product is [Cl:1][C:2]1[N:7]=[CH:6][C:5]([CH2:8][N:9]2[C:14]([CH3:15])=[CH:13][C:12](=[O:16])[N:11]3[N:17]=[C:18]([O:25][CH3:24])[N:19]=[C:10]23)=[CH:4][CH:3]=1. The yield is 0.310. (8) The reactants are [CH2:1]([O:3][CH2:4][C:5]1[N:6]([CH2:18][C:19]2([OH:25])[CH2:24][CH2:23][O:22][CH2:21][CH2:20]2)[C:7]2[C:16]3[CH:15]=[CH:14][CH:13]=[CH:12][C:11]=3[N:10]=[CH:9][C:8]=2[N:17]=1)[CH3:2].ClC1C=CC=C(C(OO)=O)C=1.ClCCl.ClC(Cl)(Cl)C([N:44]=C=O)=O. The catalyst is C(Cl)(Cl)Cl.CO. The product is [NH2:44][C:9]1[C:8]2[N:17]=[C:5]([CH2:4][O:3][CH2:1][CH3:2])[N:6]([CH2:18][C:19]3([OH:25])[CH2:24][CH2:23][O:22][CH2:21][CH2:20]3)[C:7]=2[C:16]2[CH:15]=[CH:14][CH:13]=[CH:12][C:11]=2[N:10]=1. The yield is 0.410.